Dataset: Forward reaction prediction with 1.9M reactions from USPTO patents (1976-2016). Task: Predict the product of the given reaction. (1) Given the reactants B(F)(F)F.CCOCC.[CH:10]([C:12]1[CH:20]=[CH:19][C:15]([C:16]([OH:18])=[O:17])=[CH:14][CH:13]=1)=O.[CH2:21]([C:23]([CH2:28][CH3:29])([CH2:26][OH:27])[CH2:24][OH:25])[CH3:22], predict the reaction product. The product is: [CH2:21]([C:23]1([CH2:28][CH3:29])[CH2:26][O:27][CH:10]([C:12]2[CH:20]=[CH:19][C:15]([C:16]([OH:18])=[O:17])=[CH:14][CH:13]=2)[O:25][CH2:24]1)[CH3:22]. (2) Given the reactants Cl.[CH3:2][O:3][C:4]1[CH:9]=[CH:8][C:7]([S:10]([NH:13][CH:14]([C:26]2[CH:31]=[CH:30][CH:29]=[CH:28][CH:27]=2)[C:15]([O:17][C@@H:18]2[CH:23]3[CH2:24][CH2:25][N:20]([CH2:21][CH2:22]3)[CH2:19]2)=[O:16])(=[O:12])=[O:11])=[CH:6][CH:5]=1.[Br:32][CH2:33][C:34]([C:36]1[CH:41]=[CH:40][CH:39]=[CH:38][CH:37]=1)=[O:35], predict the reaction product. The product is: [Br-:32].[CH3:2][O:3][C:4]1[CH:5]=[CH:6][C:7]([S:10]([NH:13][CH:14]([C:26]2[CH:31]=[CH:30][CH:29]=[CH:28][CH:27]=2)[C:15]([O:17][C@@H:18]2[CH:23]3[CH2:22][CH2:21][N+:20]([CH2:33][C:34](=[O:35])[C:36]4[CH:41]=[CH:40][CH:39]=[CH:38][CH:37]=4)([CH2:25][CH2:24]3)[CH2:19]2)=[O:16])(=[O:12])=[O:11])=[CH:8][CH:9]=1. (3) The product is: [C:18]([O:22][C:23]([NH:6][C:7]1[CH:8]=[CH:9][C:10]([CH2:13][C:14]([O:16][CH3:17])=[O:15])=[CH:11][CH:12]=1)=[O:24])([CH3:21])([CH3:20])[CH3:19]. Given the reactants C(=O)(O)[O-].[Na+].[NH2:6][C:7]1[CH:12]=[CH:11][C:10]([CH2:13][C:14]([O:16][CH3:17])=[O:15])=[CH:9][CH:8]=1.[C:18]([O:22][C:23](O[C:23]([O:22][C:18]([CH3:21])([CH3:20])[CH3:19])=[O:24])=[O:24])([CH3:21])([CH3:20])[CH3:19], predict the reaction product. (4) Given the reactants C(OC(=O)C)(=O)C.[N+:8]([O-:11])(O)=[O:9].[Cl:12][C:13]1[CH:18]=[C:17]([O:19][CH3:20])[CH:16]=[CH:15][C:14]=1[CH3:21], predict the reaction product. The product is: [Cl:12][C:13]1[CH:18]=[C:17]([O:19][CH3:20])[C:16]([N+:8]([O-:11])=[O:9])=[CH:15][C:14]=1[CH3:21]. (5) Given the reactants [CH3:1]C(C)([O-])C.[K+].[Cl:7][C:8]1[CH:22]=[CH:21][C:11]([C:12]([C:14]2[CH:19]=[CH:18][C:17]([I:20])=[CH:16][CH:15]=2)=[O:13])=[CH:10][CH:9]=1.[I-].C[S+](C)C, predict the reaction product. The product is: [Cl:7][C:8]1[CH:22]=[CH:21][C:11]([C:12]2([C:14]3[CH:19]=[CH:18][C:17]([I:20])=[CH:16][CH:15]=3)[CH2:1][O:13]2)=[CH:10][CH:9]=1. (6) The product is: [CH3:5][O:6][C:7](=[O:30])[CH2:8][CH2:9][CH2:10][CH2:11][CH2:12][CH2:13][N:14]1[C:15](=[O:29])[CH2:16][CH2:17][CH2:18][C@@H:19]1/[CH:20]=[CH:21]/[CH:22]([OH:28])[CH2:23][CH2:24][CH2:25][CH2:26][CH3:27]. Given the reactants [BH4-].[Na+].CO.[CH3:5][O:6][C:7](=[O:30])[CH2:8][CH2:9][CH2:10][CH2:11][CH2:12][CH2:13][N:14]1[C@@H:19](/[CH:20]=[CH:21]/[C:22](=[O:28])[CH2:23][CH2:24][CH2:25][CH2:26][CH3:27])[CH2:18][CH2:17][CH2:16][C:15]1=[O:29], predict the reaction product. (7) Given the reactants F[C:2]1[CH:3]=[CH:4][C:5]([N+:9]([O-:11])=[O:10])=[C:6]([CH3:8])[CH:7]=1.[CH3:12][O:13][C:14]1[CH:19]=[CH:18][C:17]([OH:20])=[CH:16][CH:15]=1.CC(C)([O-])C.[K+].Cl, predict the reaction product. The product is: [CH3:12][O:13][C:14]1[CH:19]=[CH:18][C:17]([O:20][C:2]2[CH:3]=[CH:4][C:5]([N+:9]([O-:11])=[O:10])=[C:6]([CH3:8])[CH:7]=2)=[CH:16][CH:15]=1. (8) Given the reactants [OH:1][C:2]1[C:3]([C:15]([O:17]C)=O)=[N:4][N:5]([C:9]2[CH:14]=[CH:13][CH:12]=[CH:11][CH:10]=2)[C:6](=[O:8])[CH:7]=1.[NH3:19], predict the reaction product. The product is: [OH:1][C:2]1[C:3]([C:15]([NH2:19])=[O:17])=[N:4][N:5]([C:9]2[CH:14]=[CH:13][CH:12]=[CH:11][CH:10]=2)[C:6](=[O:8])[CH:7]=1. (9) Given the reactants O=[C:2]([C:6]1[CH:11]=[CH:10][N:9]=[CH:8][CH:7]=1)[CH2:3][C:4]#[N:5].[OH2:12].[NH2:13][NH2:14].[C:15](O)(=O)[CH3:16], predict the reaction product. The product is: [N:9]1[CH:10]=[CH:11][C:6]([C:2]2[NH:14][N:13]=[C:4]([NH:5][C:15](=[O:12])[CH3:16])[CH:3]=2)=[CH:7][CH:8]=1. (10) Given the reactants [CH3:1][CH:2]1[CH2:7][CH2:6][CH2:5][CH:4]([CH3:8])[N:3]1[CH2:9][CH2:10][NH2:11].Cl[C:13]1[N:14]=[N+:15]([O-:24])[C:16]2[CH:22]=[CH:21][C:20]([CH3:23])=[CH:19][C:17]=2[N:18]=1, predict the reaction product. The product is: [CH3:1][CH:2]1[CH2:7][CH2:6][CH2:5][CH:4]([CH3:8])[N:3]1[CH2:9][CH2:10][NH:11][C:13]1[N:14]=[N+:15]([O-:24])[C:16]2[CH:22]=[CH:21][C:20]([CH3:23])=[CH:19][C:17]=2[N:18]=1.